From a dataset of Catalyst prediction with 721,799 reactions and 888 catalyst types from USPTO. Predict which catalyst facilitates the given reaction. (1) Reactant: [Cl:1][C:2]1[N:3]=[N:4][C:5]([NH:8][NH2:9])=[CH:6][CH:7]=1.[OH:10][C@@H:11]([CH3:15])[C:12](O)=O.CC1C=CC(S(O)(=O)=O)=CC=1.O. Product: [Cl:1][C:2]1[CH:7]=[CH:6][C:5]2[N:4]([C:12]([C@@H:11]([OH:10])[CH3:15])=[N:9][N:8]=2)[N:3]=1. The catalyst class is: 11. (2) Reactant: Br[CH2:2][C:3]1[CH:8]=[C:7]([C:9]([O:11][CH2:12][CH3:13])=[O:10])[CH:6]=[CH:5][C:4]=1[C:14]1[CH:19]=[CH:18][CH:17]=[CH:16][CH:15]=1.C[N+]1([O-])CC[O:24]CC1.O. Product: [CH:2]([C:3]1[CH:8]=[C:7]([C:9]([O:11][CH2:12][CH3:13])=[O:10])[CH:6]=[CH:5][C:4]=1[C:14]1[CH:19]=[CH:18][CH:17]=[CH:16][CH:15]=1)=[O:24]. The catalyst class is: 10. (3) Reactant: [Br:1][C:2]1[C:3]([C:20]2[S:24][C:23]3[CH:25]=[CH:26][C:27]([N+:29]([O-])=O)=[CH:28][C:22]=3[CH:21]=2)=[N:4][C:5]([NH:8][CH2:9][CH2:10][N:11]2[C:15]([CH3:17])([CH3:16])[C:14](=[O:18])[NH:13][C:12]2=[O:19])=[N:6][CH:7]=1.C(O)C.[In]. Product: [NH2:29][C:27]1[CH:26]=[CH:25][C:23]2[S:24][C:20]([C:3]3[C:2]([Br:1])=[CH:7][N:6]=[C:5]([NH:8][CH2:9][CH2:10][N:11]4[C:15]([CH3:17])([CH3:16])[C:14](=[O:18])[NH:13][C:12]4=[O:19])[N:4]=3)=[CH:21][C:22]=2[CH:28]=1. The catalyst class is: 6. (4) Reactant: [CH2:1]([O:3][C:4]([N:6]1[CH2:11][CH2:10][CH:9]([N:12]2[C:16]3=[N:17][C:18]([N:21]([CH3:23])[CH3:22])=[CH:19][CH:20]=[C:15]3[NH:14][C:13]2=[O:24])[CH2:8][CH2:7]1)=[O:5])[CH3:2].[CH3:25][Si]([N-][Si](C)(C)C)(C)C.[K+].CI. Product: [CH2:1]([O:3][C:4]([N:6]1[CH2:11][CH2:10][CH:9]([N:12]2[C:16]3=[N:17][C:18]([N:21]([CH3:23])[CH3:22])=[CH:19][CH:20]=[C:15]3[N:14]([CH3:25])[C:13]2=[O:24])[CH2:8][CH2:7]1)=[O:5])[CH3:2]. The catalyst class is: 76. (5) The catalyst class is: 15. Product: [CH3:18][S:17][C:14]1[CH:15]=[CH:16][C:11]([C:9](=[O:10])[C:8]([C:5]2[CH:4]=[CH:3][C:2]([F:1])=[CH:7][CH:6]=2)=[O:19])=[CH:12][CH:13]=1. Reactant: [F:1][C:2]1[CH:7]=[CH:6][C:5]([C:8](=[O:19])[CH:9]([C:11]2[CH:16]=[CH:15][C:14]([S:17][CH3:18])=[CH:13][CH:12]=2)[OH:10])=[CH:4][CH:3]=1.[Bi]=O. (6) Reactant: Br[CH2:2][CH2:3][CH2:4][NH:5][C:6]([C:8]1[NH:12][N:11]=[C:10]([C:13]([F:16])([F:15])[F:14])[CH:9]=1)=[O:7].C(N(CC)C(C)C)(C)C. Product: [F:14][C:13]([F:16])([F:15])[C:10]1[CH:9]=[C:8]2[C:6](=[O:7])[NH:5][CH2:4][CH2:3][CH2:2][N:12]2[N:11]=1. The catalyst class is: 10. (7) Reactant: [Cl:1][C:2]1[CH:3]=[C:4]([NH:13][C:14]([CH:16]2[CH2:20][CH2:19][CH2:18][CH2:17]2)=[O:15])[C:5]([CH3:12])=[C:6]([CH:11]=1)[C:7]([O:9][CH3:10])=[O:8].[H-].[Na+].[CH3:23]I. Product: [Cl:1][C:2]1[CH:3]=[C:4]([N:13]([CH3:23])[C:14]([CH:16]2[CH2:17][CH2:18][CH2:19][CH2:20]2)=[O:15])[C:5]([CH3:12])=[C:6]([CH:11]=1)[C:7]([O:9][CH3:10])=[O:8]. The catalyst class is: 3. (8) Reactant: [NH2:1][CH2:2][CH2:3][N:4]([CH2:8][CH2:9][NH2:10])[CH2:5][CH2:6][NH2:7].[C:11](O[C:11]([O:13][C:14]([CH3:17])([CH3:16])[CH3:15])=[O:12])([O:13][C:14]([CH3:17])([CH3:16])[CH3:15])=[O:12]. Product: [C:14]([O:13][C:11]([NH:1][CH2:2][CH2:3][N:4]([CH2:8][CH2:9][NH:10][C:11]([O:13][C:14]([CH3:17])([CH3:16])[CH3:15])=[O:12])[CH2:5][CH2:6][NH2:7])=[O:12])([CH3:17])([CH3:16])[CH3:15]. The catalyst class is: 2.